Dataset: NCI-60 drug combinations with 297,098 pairs across 59 cell lines. Task: Regression. Given two drug SMILES strings and cell line genomic features, predict the synergy score measuring deviation from expected non-interaction effect. (1) Synergy scores: CSS=55.4, Synergy_ZIP=2.15, Synergy_Bliss=0.734, Synergy_Loewe=0.101, Synergy_HSA=0.679. Cell line: U251. Drug 1: CCCCC(=O)OCC(=O)C1(CC(C2=C(C1)C(=C3C(=C2O)C(=O)C4=C(C3=O)C=CC=C4OC)O)OC5CC(C(C(O5)C)O)NC(=O)C(F)(F)F)O. Drug 2: CC(C)(C#N)C1=CC(=CC(=C1)CN2C=NC=N2)C(C)(C)C#N. (2) Drug 1: C1CC(=O)NC(=O)C1N2CC3=C(C2=O)C=CC=C3N. Drug 2: CC=C1C(=O)NC(C(=O)OC2CC(=O)NC(C(=O)NC(CSSCCC=C2)C(=O)N1)C(C)C)C(C)C. Cell line: NCI-H460. Synergy scores: CSS=35.8, Synergy_ZIP=-1.19, Synergy_Bliss=-2.28, Synergy_Loewe=-40.7, Synergy_HSA=0.280. (3) Drug 1: CC12CCC(CC1=CCC3C2CCC4(C3CC=C4C5=CN=CC=C5)C)O. Drug 2: CC(CN1CC(=O)NC(=O)C1)N2CC(=O)NC(=O)C2. Cell line: HOP-62. Synergy scores: CSS=16.3, Synergy_ZIP=2.01, Synergy_Bliss=6.33, Synergy_Loewe=4.62, Synergy_HSA=5.59. (4) Drug 1: CN(CC1=CN=C2C(=N1)C(=NC(=N2)N)N)C3=CC=C(C=C3)C(=O)NC(CCC(=O)O)C(=O)O. Drug 2: CC1CCCC2(C(O2)CC(NC(=O)CC(C(C(=O)C(C1O)C)(C)C)O)C(=CC3=CSC(=N3)C)C)C. Cell line: HS 578T. Synergy scores: CSS=54.2, Synergy_ZIP=-2.76, Synergy_Bliss=-4.94, Synergy_Loewe=-5.93, Synergy_HSA=-2.78.